Dataset: Full USPTO retrosynthesis dataset with 1.9M reactions from patents (1976-2016). Task: Predict the reactants needed to synthesize the given product. (1) Given the product [CH3:22][O:23][C:24]1[CH:25]=[C:26]([CH2:41][C:42]([N:17]2[CH2:18][CH2:19][CH2:20][C:16]2([CH2:15][O:14][C:13]2[CH:12]=[CH:11][C:6]([C:7]([O:9][CH3:10])=[O:8])=[CH:5][C:4]=2[N+:1]([O-:3])=[O:2])[CH3:21])=[O:43])[CH:27]=[CH:28][C:29]=1[NH:30][C:31]([NH:33][C:34]1[CH:39]=[CH:38][CH:37]=[CH:36][C:35]=1[CH3:40])=[O:32], predict the reactants needed to synthesize it. The reactants are: [N+:1]([C:4]1[CH:5]=[C:6]([CH:11]=[CH:12][C:13]=1[O:14][CH2:15][C:16]1([CH3:21])[CH2:20][CH2:19][CH2:18][NH:17]1)[C:7]([O:9][CH3:10])=[O:8])([O-:3])=[O:2].[CH3:22][O:23][C:24]1[CH:25]=[C:26]([CH2:41][C:42](O)=[O:43])[CH:27]=[CH:28][C:29]=1[NH:30][C:31]([NH:33][C:34]1[CH:39]=[CH:38][CH:37]=[CH:36][C:35]=1[CH3:40])=[O:32].C1C=CC2N(O)N=NC=2C=1.C(Cl)CCl. (2) Given the product [C:9]([C:7]1[CH:6]=[N:5][N:4]([CH2:3][C:2]([F:15])([F:16])[F:1])[CH:8]=1)#[CH:10], predict the reactants needed to synthesize it. The reactants are: [F:1][C:2]([F:16])([F:15])[CH2:3][N:4]1[CH:8]=[C:7]([C:9]#[C:10][Si](C)(C)C)[CH:6]=[N:5]1.C(=O)([O-])[O-].[K+].[K+]. (3) Given the product [F:1][C:2]1[CH:7]=[C:6]([F:8])[CH:5]=[CH:4][C:3]=1/[CH:9]=[CH:10]\[CH:16]([S:17][CH:16](/[CH:10]=[CH:9]\[C:3]1[CH:4]=[CH:5][C:6]([F:8])=[CH:7][C:2]=1[F:1])[C:15]1[CH:18]=[CH:19][C:12]([Cl:11])=[CH:13][CH:14]=1)[C:15]1[CH:18]=[CH:19][C:12]([Cl:11])=[CH:13][CH:14]=1, predict the reactants needed to synthesize it. The reactants are: [F:1][C:2]1[CH:7]=[C:6]([F:8])[CH:5]=[CH:4][C:3]=1[C:9]#[CH:10].[Cl:11][C:12]1[CH:19]=[CH:18][C:15]([CH2:16][SH:17])=[CH:14][CH:13]=1.[Na]. (4) Given the product [CH2:7]1[C:15]2[C:10](=[CH:11][CH:12]=[CH:13][CH:14]=2)[CH2:9][CH:8]1[NH:16][C:17](=[O:23])[CH2:18][CH2:19][CH2:20][CH:21]=[O:22], predict the reactants needed to synthesize it. The reactants are: C(Cl)(=O)C(Cl)=O.[CH2:7]1[C:15]2[C:10](=[CH:11][CH:12]=[CH:13][CH:14]=2)[CH2:9][CH:8]1[NH:16][C:17](=[O:23])[CH2:18][CH2:19][CH2:20][CH2:21][OH:22].C(N(CC)CC)C. (5) The reactants are: [CH2:1]([C:3]1[N:13]([C:14]2[CH:19]=[CH:18][C:17]([CH2:20][CH2:21][NH:22][C:23]([NH:25][S:26]([C:29]3[CH:34]=[CH:33][C:32]([CH3:35])=[CH:31][CH:30]=3)(=[O:28])=[O:27])=[O:24])=[CH:16][CH:15]=2)[C:6]2=[N:7][C:8]([CH3:12])=[CH:9][C:10]([CH3:11])=[C:5]2[N:4]=1)[CH3:2].[CH:36]([N-]C(C)C)(C)C.[Li+].CI.P([O-])([O-])([O-])=O. Given the product [CH2:1]([C:3]1[N:13]([C:14]2[CH:15]=[CH:16][C:17]([CH2:20][CH2:21][NH:22][C:23]([N:25]([CH3:36])[S:26]([C:29]3[CH:34]=[CH:33][C:32]([CH3:35])=[CH:31][CH:30]=3)(=[O:28])=[O:27])=[O:24])=[CH:18][CH:19]=2)[C:6]2=[N:7][C:8]([CH3:12])=[CH:9][C:10]([CH3:11])=[C:5]2[N:4]=1)[CH3:2], predict the reactants needed to synthesize it. (6) Given the product [CH3:14][N:11]1[CH2:10][CH2:9][CH:8]([C:6]2[N:7]=[C:2]([NH:32][C:29]3[CH:30]=[CH:31][NH:27][N:28]=3)[C:3]3[NH:17][N:16]=[CH:15][C:4]=3[N:5]=2)[CH2:13][CH2:12]1, predict the reactants needed to synthesize it. The reactants are: Cl[C:2]1[C:3]2[C:4](=[CH:15][N:16](CC3C=CC(OC)=CC=3)[N:17]=2)[N:5]=[C:6]([CH:8]2[CH2:13][CH2:12][N:11]([CH3:14])[CH2:10][CH2:9]2)[N:7]=1.[NH:27]1[CH:31]=[CH:30][C:29]([NH2:32])=[N:28]1.Cl. (7) Given the product [ClH:1].[CH2:22]1[C:21]2([CH2:32][C:18]([C@H:15]3[CH2:14][CH2:13][C@H:12]([C:10]([O:9][CH3:8])=[O:11])[CH2:17][CH2:16]3)=[N:19][O:20]2)[CH2:24][NH:23]1, predict the reactants needed to synthesize it. The reactants are: [ClH:1].C(OCC)(=O)C.[CH3:8][O:9][C:10]([C@H:12]1[CH2:17][CH2:16][C@H:15]([C:18]2[CH2:32][C:21]3([CH2:24][N:23](C(OC(C)(C)C)=O)[CH2:22]3)[O:20][N:19]=2)[CH2:14][CH2:13]1)=[O:11]. (8) Given the product [CH2:2]([O:9][C:10]1[CH:19]=[CH:18][CH:17]=[C:16]2[C:11]=1[CH2:12][CH2:13][CH2:14][CH:15]2[C:20]([N:22]([CH2:23][C:24]1[CH:25]=[N:26][N:27]([CH2:43][C:42]2[CH:45]=[CH:46][C:39]([Br:38])=[CH:40][CH:41]=2)[CH:28]=1)[C:29]1[CH:30]=[N:31][C:32]([CH:35]([CH3:37])[CH3:36])=[CH:33][CH:34]=1)=[O:21])[C:3]1[CH:8]=[CH:7][CH:6]=[CH:5][CH:4]=1, predict the reactants needed to synthesize it. The reactants are: Cl.[CH2:2]([O:9][C:10]1[CH:19]=[CH:18][CH:17]=[C:16]2[C:11]=1[CH2:12][CH2:13][CH2:14][CH:15]2[C:20]([N:22]([C:29]1[CH:30]=[N:31][C:32]([CH:35]([CH3:37])[CH3:36])=[CH:33][CH:34]=1)[CH2:23][C:24]1[CH:25]=[N:26][NH:27][CH:28]=1)=[O:21])[C:3]1[CH:8]=[CH:7][CH:6]=[CH:5][CH:4]=1.[Br:38][C:39]1[CH:46]=[CH:45][C:42]([CH2:43]Cl)=[CH:41][CH:40]=1.